This data is from Catalyst prediction with 721,799 reactions and 888 catalyst types from USPTO. The task is: Predict which catalyst facilitates the given reaction. (1) Reactant: [C:1]([C:5]1[CH:35]=[C:34]([C:36]([CH3:39])([CH3:38])[CH3:37])[CH:33]=[C:7]([CH:8]=[N:9][C@@H:10]2[CH2:15][CH2:14][CH2:13][CH2:12][C@H:11]2[N:16]=[CH:17][C:18]2[C:19](=[C:21]([C:29]([CH3:32])([CH3:31])[CH3:30])[CH:22]=[C:23]([C:25]([CH3:28])([CH3:27])[CH3:26])[CH:24]=2)[OH:20])[C:6]=1[OH:40])([CH3:4])([CH3:3])[CH3:2].[BH4-].[Na+].O. Product: [C:29]([C:21]1[C:19]([OH:20])=[C:18]([CH:24]=[C:23]([C:25]([CH3:28])([CH3:27])[CH3:26])[CH:22]=1)[CH2:17][NH:16][C@@H:11]1[CH2:12][CH2:13][CH2:14][CH2:15][C@H:10]1[NH:9][CH2:8][C:7]1[CH:33]=[C:34]([C:36]([CH3:37])([CH3:38])[CH3:39])[CH:35]=[C:5]([C:1]([CH3:4])([CH3:3])[CH3:2])[C:6]=1[OH:40])([CH3:30])([CH3:31])[CH3:32]. The catalyst class is: 4. (2) The catalyst class is: 9. Reactant: [NH:1]1[CH:5]=[CH:4][N:3]=[N:2]1.[H-].[Na+].[CH3:8][O:9][C:10]1[CH:19]=[CH:18][C:17]([CH2:20]Cl)=[CH:16][C:11]=1[C:12]([O:14][CH3:15])=[O:13].ClCCl.CO. Product: [CH3:8][O:9][C:10]1[CH:19]=[CH:18][C:17]([CH2:20][N:1]2[CH:5]=[CH:4][N:3]=[N:2]2)=[CH:16][C:11]=1[C:12]([O:14][CH3:15])=[O:13]. (3) Reactant: [N+:1]([C:4]1[CH:5]=[C:6]2[C:10](=[CH:11][CH:12]=1)[CH2:9][C:8]1([C:16](=[O:17])[NH:15][C:14](=[O:18])[NH:13]1)[CH2:7]2)([O-:3])=[O:2].[CH3:19][O:20][C:21]1[CH:28]=[CH:27][C:24]([CH2:25]O)=[CH:23][CH:22]=1.N(C(OCC)=O)=NC(OCC)=O.C1(P(C2C=CC=CC=2)C2C=CC=CC=2)C=CC=CC=1. Product: [CH3:19][O:20][C:21]1[CH:28]=[CH:27][C:24]([CH2:25][N:15]2[C:16](=[O:17])[C:8]3([CH2:7][C:6]4[C:10](=[CH:11][CH:12]=[C:4]([N+:1]([O-:3])=[O:2])[CH:5]=4)[CH2:9]3)[NH:13][C:14]2=[O:18])=[CH:23][CH:22]=1. The catalyst class is: 1.